This data is from NCI-60 drug combinations with 297,098 pairs across 59 cell lines. The task is: Regression. Given two drug SMILES strings and cell line genomic features, predict the synergy score measuring deviation from expected non-interaction effect. (1) Drug 1: C1=CC(=C2C(=C1NCCNCCO)C(=O)C3=C(C=CC(=C3C2=O)O)O)NCCNCCO. Drug 2: C1C(C(OC1N2C=C(C(=O)NC2=O)F)CO)O. Cell line: CAKI-1. Synergy scores: CSS=58.8, Synergy_ZIP=-2.12, Synergy_Bliss=-1.77, Synergy_Loewe=0.523, Synergy_HSA=3.93. (2) Drug 1: CC1=C(C=C(C=C1)C(=O)NC2=CC(=CC(=C2)C(F)(F)F)N3C=C(N=C3)C)NC4=NC=CC(=N4)C5=CN=CC=C5. Drug 2: C1=NC(=NC(=O)N1C2C(C(C(O2)CO)O)O)N. Cell line: EKVX. Synergy scores: CSS=1.19, Synergy_ZIP=1.74, Synergy_Bliss=6.71, Synergy_Loewe=-0.564, Synergy_HSA=-0.528.